This data is from Experimentally validated miRNA-target interactions with 360,000+ pairs, plus equal number of negative samples. The task is: Binary Classification. Given a miRNA mature sequence and a target amino acid sequence, predict their likelihood of interaction. (1) The protein sequence of the target gene is MQAARMAASLGRQLLRLGGGSSRLTALLGQPRPGPARRPYAGGAAQLALDKSDSHPSDALTRKKPAKAESKSFAVGMFKGQLTTDQVFPYPSVLNEEQTQFLKELVEPVSRFFEEVNDPAKNDALEMVEETTWQGLKELGAFGLQVPSELGGVGLCNTQYARLVEIVGMHDLGVGITLGAHQSIGFKGILLFGTKAQKEKYLPKLASGETVAAFCLTEPSSGSDAASIRTSAVPSPCGKYYTLNGSKLWISNGGLADIFTVFAKTPVTDPATGAVKEKITAFVVERGFGGITHGPPEKKM.... Result: 1 (interaction). The miRNA is hsa-miR-124-3p with sequence UAAGGCACGCGGUGAAUGCCAA. (2) Result: 0 (no interaction). The protein sequence of the target gene is MKPILLQGHERSITQIKYNREGDLLFTVAKDPIVNVWYSVNGERLGTYMGHTGAVWCVDADWDTKHVLTGSADNSCRLWDCETGKQLALLKTNSAVRTCGFDFGGNIIMFSTDKQMGYQCFVSFFDLRDPSQIDNNEPYMKIPCNDSKITSAVWGPLGECIIAGHESGELNQYSAKSGEVLVNVKEHSRQINDIQLSRDMTMFVTASKDNTAKLFDSTTLEHQKTFRTERPVNSAALSPNYDHVVLGGGQEAMDVTTTSTRIGKFEARFFHLAFEEEFGRVKGHFGPINSVAFHPDGKSY.... The miRNA is hsa-miR-514a-5p with sequence UACUCUGGAGAGUGACAAUCAUG. (3) The miRNA is hsa-miR-4754 with sequence AUGCGGACCUGGGUUAGCGGAGU. The protein sequence of the target gene is MLAARLSRPLSQLPGKALSVRDRENGTRHTLLFYPASFSPDTRRTYASQADAASGKAILITGCDSGFGFSLAKHLHSKGFLVFAGCLMKDKGDAGVKELDSLKSDRLRTIQLNVCNSEEVEKAVETIRSGLKDPEKGMWGLVNNAGISTFGEVEFTSMETYKEVAEVNLWGTVRTTKSFLPLLRRAKGRVVNISSMLGRMANPARSPYCITKFGIEAFSDCLRYEMHPLGVKVSVVEPGNFIAATSLYSPERIQAIAKKMWDDLPEVVRKDYGRKYFDEKIAKMETYCNSGSTDTSSVIN.... Result: 0 (no interaction). (4) The miRNA is hsa-miR-199b-3p with sequence ACAGUAGUCUGCACAUUGGUUA. The protein sequence of the target gene is MLSLKLPRLFSIDQIPQVFHEQGILFGYRHPQSSATACILSLFQMTNETLNIWTHLLPFWFFAWRFVTALYMTDIKNDSYSWPMLVYMCTSCVYPLVSSCAHTFSSMSKNARHICYFLDYGAVNLFSLGSAIAYSAYTFPDALMCTTFHDYYVALAVLNTILSTGLSCYSRFLEIQKPRLCKVIRVLAFAYPYTWDSLPIFYRLFLFPGESAQNEATSYHQKHMIMTLLASFLYSAHLPERLAPGRFDYIGHSHQLFHVCVILATHMQMEAILLDKTLRKEWLLATSKPFSFSQIAGAIL.... Result: 1 (interaction). (5) The miRNA is hsa-let-7g-5p with sequence UGAGGUAGUAGUUUGUACAGUU. The protein sequence of the target gene is MASVALEDVAVNFTREEWALLGPCQKNLYKDVMQETIRNLDCVGMKWKDQNIEDQYRYPRKNLRCRMLERFVESKDGTQCGETSSQIQDSIVTKNTLPGVGPYESRMSGEVIMGHSSLNCYIRVGAGHKPYEYHECGEKPDTHKQRGKAFSYHNSLQTHERLHTGKKPYNCKECGKSFSSLGNLQRHMAVQRGDGPYKCKLCGKAFFWPSLLHMHERTHTGEKPYECKQCSKAFSFYSSYLRHERTHTGEKLYECKQCSKAFPDYSSCLRHERTHTGKKPYTCKQCGKAFSASTSLRRHE.... Result: 1 (interaction).